From a dataset of Reaction yield outcomes from USPTO patents with 853,638 reactions. Predict the reaction yield, written as a fraction of the theoretical maximum amount of product (1.0 means a 100% yield; for example, 0.34 means a 34% yield). (1) The reactants are [NH2:1][C:2]1[C:10]([N+:11]([O-])=O)=[CH:9][C:8]([CH3:14])=[CH:7][C:3]=1[C:4]([NH2:6])=[O:5].O.O.[Sn](Cl)Cl. The catalyst is C(O)C. The product is [NH2:1][C:2]1[C:10]([NH2:11])=[CH:9][C:8]([CH3:14])=[CH:7][C:3]=1[C:4]([NH2:6])=[O:5]. The yield is 0.320. (2) The reactants are [OH:1][C:2]1[CH:3]=[C:4]([CH:9]=[C:10]([O:13][CH3:14])[C:11]=1[OH:12])[C:5]([O:7][CH3:8])=[O:6].[C:15]([O-])([O-])=O.[K+].[K+]. The catalyst is CC(C)=O. The product is [CH3:14][O:13][C:10]1[C:11]2[O:12][CH2:15][O:1][C:2]=2[CH:3]=[C:4]([C:5]([O:7][CH3:8])=[O:6])[CH:9]=1. The yield is 0.800. (3) The reactants are CS(O[CH2:6][C@@H:7]([NH:15][C:16]([O:18][C:19]([CH3:22])([CH3:21])[CH3:20])=[O:17])[CH2:8][CH:9]1[CH2:14][CH2:13][CH2:12][CH2:11][CH2:10]1)(=O)=O.[CH3:23][NH2:24]. The catalyst is C(O)C. The product is [CH:9]1([CH2:8][C@H:7]([NH:15][C:16](=[O:17])[O:18][C:19]([CH3:22])([CH3:21])[CH3:20])[CH2:6][NH:24][CH3:23])[CH2:14][CH2:13][CH2:12][CH2:11][CH2:10]1. The yield is 0.470.